From a dataset of HIV replication inhibition screening data with 41,000+ compounds from the AIDS Antiviral Screen. Binary Classification. Given a drug SMILES string, predict its activity (active/inactive) in a high-throughput screening assay against a specified biological target. (1) The compound is COc1ccc2c3c([nH]c2c1)CCN(Cc1ccccc1)C3.Cl. The result is 0 (inactive). (2) The molecule is CCN(CC)CCn1c2c3ccccc3ccc2c2oc(=O)c3ccccc3c21.Cl. The result is 0 (inactive). (3) The drug is OCC(O)C(OC1OC(CO)C(O)C(O)C1O)C(O)C(C=NNc1ccccc1)=NNc1ccccc1. The result is 0 (inactive). (4) The result is 0 (inactive). The drug is CC1C(c2ccccc2)SC(=N)N1C.